From a dataset of Reaction yield outcomes from USPTO patents with 853,638 reactions. Predict the reaction yield, written as a fraction of the theoretical maximum amount of product (1.0 means a 100% yield; for example, 0.34 means a 34% yield). (1) The reactants are [CH2:1]([C:8]1([C:14]([O:16][CH2:17][CH3:18])=[O:15])[CH2:13][CH2:12][NH:11][CH2:10][CH2:9]1)[C:2]1[CH:7]=[CH:6][CH:5]=[CH:4][CH:3]=1.CCN(C(C)C)C(C)C.[Br:28][C:29]1[CH:30]=[N:31][C:32](Cl)=[N:33][CH:34]=1.CCCCCC. The catalyst is CCO. The product is [CH2:1]([C:8]1([C:14]([O:16][CH2:17][CH3:18])=[O:15])[CH2:9][CH2:10][N:11]([C:32]2[N:33]=[CH:34][C:29]([Br:28])=[CH:30][N:31]=2)[CH2:12][CH2:13]1)[C:2]1[CH:3]=[CH:4][CH:5]=[CH:6][CH:7]=1. The yield is 0.450. (2) The reactants are C([Si](C)(C)[O:6][CH2:7][CH2:8][O:9][C:10]1[C:15]([CH3:16])=[CH:14][C:13]([C:17]2[NH:18][C:19](=[O:29])[C:20]3[C:26]([CH3:27])=[CH:25][C:24]([CH3:28])=[N:23][C:21]=3[N:22]=2)=[CH:12][C:11]=1[CH3:30])(C)(C)C.CCCC[N+](CCCC)(CCCC)CCCC.[F-]. The catalyst is C1COCC1. The product is [OH:6][CH2:7][CH2:8][O:9][C:10]1[C:11]([CH3:30])=[CH:12][C:13]([C:17]2[NH:18][C:19](=[O:29])[C:20]3[C:26]([CH3:27])=[CH:25][C:24]([CH3:28])=[N:23][C:21]=3[N:22]=2)=[CH:14][C:15]=1[CH3:16]. The yield is 0.450. (3) The reactants are [NH2:1]/[C:2](/OCC)=[CH:3]\[C:4](=O)[C:5]([F:8])([F:7])[F:6].[CH3:13][NH:14][NH2:15]. The catalyst is CCO. The product is [CH3:13][N:14]1[C:2]([NH2:1])=[CH:3][C:4]([C:5]([F:8])([F:7])[F:6])=[N:15]1. The yield is 0.683. (4) The reactants are [F:1][C:2]1[C:10]([O:11][C:12]2[C:17]3=[C:18]([CH3:25])[C:19](C(O)(C)C)=[CH:20][N:16]3[N:15]=[CH:14][N:13]=2)=[CH:9][CH:8]=[C:7]2[C:3]=1[CH:4]=[C:5]([CH3:26])[NH:6]2.[C:27]([O-:30])([O-])=O.[K+].[K+].[C:33](OCC)(=[O:35])[CH3:34]. The catalyst is CN(C=O)C. The product is [F:1][C:2]1[C:10]([O:11][C:12]2[C:17]3=[C:18]([CH3:25])[C:19]([O:35][CH2:33][C@@H:34]4[CH2:27][O:30]4)=[CH:20][N:16]3[N:15]=[CH:14][N:13]=2)=[CH:9][CH:8]=[C:7]2[C:3]=1[CH:4]=[C:5]([CH3:26])[NH:6]2. The yield is 0.920. (5) The reactants are [Br:1][C:2]1[CH:7]=[C:6]([N+:8]([O-:10])=[O:9])[CH:5]=[C:4]([CH3:11])[C:3]=1C=C.[C:14]([O-:17])([O-])=O.[K+].[K+].CS(N)(=O)=O.[O-]S([O-])=O.[Na+].[Na+].C[C:32]([OH:35])(C)C. The catalyst is O.CC[C@H]1[C@H]2C[C@H]([C@H](OC3C4C(=CC=CC=4)C(O[C@H](C4C=CN=C5C=4C=C(OC)C=C5)[C@@H]4N5C[C@H](CC)[C@@H](CC5)C4)=NN=3)C3C=CN=C4C=3C=C(OC)C=C4)N(CC2)C1. The product is [Br:1][C:2]1[CH:7]=[C:6]([N+:8]([O-:10])=[O:9])[CH:5]=[C:4]([CH3:11])[C:3]=1[C@H:14]([OH:17])[CH2:32][OH:35]. The yield is 0.500. (6) The reactants are [C@H:1]12[CH2:7][CH:4]([NH:5][CH2:6]1)[CH2:3][N:2]2[C:8]1[N:9]([CH3:21])[C:10](=[O:20])[CH:11]=[C:12]([C:14]2[CH:19]=[CH:18][N:17]=[CH:16][N:15]=2)[N:13]=1.[H-].[Na+].[C:24](Cl)(=[O:31])[C:25]1[CH:30]=[CH:29][CH:28]=[CH:27][CH:26]=1.O. The catalyst is CN(C)C=O. The product is [C:24]([N:5]1[CH2:6][C@@H:1]2[CH2:7][CH:4]1[CH2:3][N:2]2[C:8]1[N:9]([CH3:21])[C:10](=[O:20])[CH:11]=[C:12]([C:14]2[CH:19]=[CH:18][N:17]=[CH:16][N:15]=2)[N:13]=1)(=[O:31])[C:25]1[CH:30]=[CH:29][CH:28]=[CH:27][CH:26]=1. The yield is 0.500. (7) The reactants are C([O:3][C:4]([C:6]1[N:7]=[N:8][N:9]([C:11]2[CH:16]=[CH:15][CH:14]=[CH:13][CH:12]=2)[CH:10]=1)=O)C.[BH4-].[Na+].CO. The catalyst is C1COCC1. The product is [C:11]1([N:9]2[CH:10]=[C:6]([CH2:4][OH:3])[N:7]=[N:8]2)[CH:12]=[CH:13][CH:14]=[CH:15][CH:16]=1. The yield is 0.890.